This data is from Forward reaction prediction with 1.9M reactions from USPTO patents (1976-2016). The task is: Predict the product of the given reaction. (1) Given the reactants [NH2:1][C:2]1[N:3]([CH3:21])[C:4](=[O:20])[C:5]([O:12][CH2:13][C:14]2[CH:19]=[CH:18][CH:17]=[CH:16][CH:15]=2)=[C:6]([C:8]([O:10]C)=O)[N:7]=1.[CH3:22][NH2:23].C1COCC1, predict the reaction product. The product is: [CH3:22][NH:23][C:8]([C:6]1[N:7]=[C:2]([NH2:1])[N:3]([CH3:21])[C:4](=[O:20])[C:5]=1[O:12][CH2:13][C:14]1[CH:19]=[CH:18][CH:17]=[CH:16][CH:15]=1)=[O:10]. (2) Given the reactants Cl.[NH2:2][CH2:3][CH2:4][NH:5][C:6](=[O:16])[CH2:7]/[CH:8]=[CH:9]/[C:10]1[CH:11]=[N:12][CH:13]=[CH:14][CH:15]=1.[C:17](O)(=[O:37])[CH2:18][CH2:19][CH2:20]/[CH:21]=[CH:22]\[CH2:23]/[CH:24]=[CH:25]\[CH2:26]/[CH:27]=[CH:28]\[CH2:29]/[CH:30]=[CH:31]\[CH2:32]/[CH:33]=[CH:34]\[CH2:35][CH3:36].CN(C(ON1N=NC2C=CC=NC1=2)=[N+](C)C)C.F[P-](F)(F)(F)(F)F.CCN(C(C)C)C(C)C, predict the reaction product. The product is: [N:12]1[CH:13]=[CH:14][CH:15]=[C:10](/[CH:9]=[CH:8]/[CH2:7][C:6]([NH:5][CH2:4][CH2:3][NH:2][C:17](=[O:37])[CH2:18][CH2:19][CH2:20]/[CH:21]=[CH:22]\[CH2:23]/[CH:24]=[CH:25]\[CH2:26]/[CH:27]=[CH:28]\[CH2:29]/[CH:30]=[CH:31]\[CH2:32]/[CH:33]=[CH:34]\[CH2:35][CH3:36])=[O:16])[CH:11]=1. (3) Given the reactants [CH2:1]([O:8][C@H:9]1[CH2:13][N:12]([CH:14]2[CH2:19][CH2:18][N:17]([C:20]([O:22][C:23]([CH3:26])([CH3:25])[CH3:24])=[O:21])[CH2:16][CH2:15]2)[C:11](=[O:27])[C@H:10]1[O:28][C:29]1[CH:34]=[CH:33][C:32](Br)=[CH:31][C:30]=1[F:36])[C:2]1[CH:7]=[CH:6][CH:5]=[CH:4][CH:3]=1.[CH3:37][S:38]([O-:40])=[O:39].[Na+].[C@@H]1(N)CCCC[C@H]1N, predict the reaction product. The product is: [CH2:1]([O:8][C@H:9]1[CH2:13][N:12]([CH:14]2[CH2:19][CH2:18][N:17]([C:20]([O:22][C:23]([CH3:26])([CH3:25])[CH3:24])=[O:21])[CH2:16][CH2:15]2)[C:11](=[O:27])[C@H:10]1[O:28][C:29]1[CH:34]=[CH:33][C:32]([S:38]([CH3:37])(=[O:40])=[O:39])=[CH:31][C:30]=1[F:36])[C:2]1[CH:7]=[CH:6][CH:5]=[CH:4][CH:3]=1. (4) Given the reactants OC1C(=O)NN=C(CCC2C=CC=CC=2)C=1.C([O:24][C:25]1[CH:26]=[C:27]([C:39]#[C:40][C:41]2[CH:48]=[CH:47][C:44]([C:45]#[N:46])=[CH:43][CH:42]=2)[N:28]=[N:29][C:30]=1[O:31]CC1C=CC=CC=1)C1C=CC=CC=1.O1CCCC1, predict the reaction product. The product is: [OH:24][C:25]1[C:30](=[O:31])[NH:29][N:28]=[C:27]([CH2:39][CH2:40][C:41]2[CH:48]=[CH:47][C:44]([C:45]#[N:46])=[CH:43][CH:42]=2)[CH:26]=1. (5) Given the reactants [CH3:1][C:2]1[CH:3]=[C:4]([OH:12])[CH:5]=[C:6]([CH3:11])[C:7]=1[N+:8]([O-:10])=[O:9].Br[CH2:14][CH2:15][CH2:16][CH3:17].C([O-])([O-])=O.[K+].[K+].O, predict the reaction product. The product is: [CH2:14]([O:12][C:4]1[CH:3]=[C:2]([CH3:1])[C:7]([N+:8]([O-:10])=[O:9])=[C:6]([CH3:11])[CH:5]=1)[CH2:15][CH2:16][CH3:17]. (6) Given the reactants Br[C:2]1[C:3]([CH3:15])=[C:4]([CH3:14])[C:5]2[O:9][C:8]([CH3:11])([CH3:10])[CH2:7][C:6]=2[C:12]=1[CH3:13].[S:16]1[CH:20]=[CH:19][N:18]=[C:17]1[N:21]1[CH2:26][CH2:25][NH:24][CH2:23][CH2:22]1, predict the reaction product. The product is: [CH3:10][C:8]1([CH3:11])[CH2:7][C:6]2[C:12]([CH3:13])=[C:2]([N:24]3[CH2:25][CH2:26][N:21]([C:17]4[S:16][CH:20]=[CH:19][N:18]=4)[CH2:22][CH2:23]3)[C:3]([CH3:15])=[C:4]([CH3:14])[C:5]=2[O:9]1. (7) The product is: [CH3:19][C:16]1[S:17][CH:18]=[C:14]([C:12]([NH:11][C:4]2[CH:3]=[C:2]([C:44]3[CH:49]=[CH:48][NH:47][C:46](=[O:50])[CH:45]=3)[CH:10]=[C:9]3[C:5]=2[CH:6]=[N:7][NH:8]3)=[O:13])[N:15]=1. Given the reactants Br[C:2]1[CH:10]=[C:9]2[C:5]([CH:6]=[N:7][NH:8]2)=[C:4]([NH:11][C:12]([C:14]2[N:15]=[C:16]([CH3:19])[S:17][CH:18]=2)=[O:13])[CH:3]=1.B1(B2OC(C)(C)C(C)(C)O2)OC(C)(C)C(C)(C)O1.C([O-])(=O)C.[K+].Br[C:44]1[CH:49]=[CH:48][NH:47][C:46](=[O:50])[CH:45]=1.C(=O)(O)[O-].[Na+], predict the reaction product. (8) Given the reactants [N:1]1([CH2:7][CH2:8][C:9](=O)[C:10](=[N:13][NH:14][C:15]2[CH:20]=[CH:19][CH:18]=[CH:17][CH:16]=2)[C:11]#[N:12])CCOCC1.O.[NH2:23][NH2:24].[CH2:25]1[CH2:29][O:28][CH2:27][CH2:26]1.NN, predict the reaction product. The product is: [N:1]1([CH2:7][CH2:8][C:9]2[C:10](=[N:13][NH:14][C:15]3[CH:20]=[CH:19][CH:18]=[CH:17][CH:16]=3)[C:11]([NH2:12])=[N:23][N:24]=2)[CH2:25][CH2:29][O:28][CH2:27][CH2:26]1.